From a dataset of Reaction yield outcomes from USPTO patents with 853,638 reactions. Predict the reaction yield, written as a fraction of the theoretical maximum amount of product (1.0 means a 100% yield; for example, 0.34 means a 34% yield). (1) The reactants are N1[CH:6]=[CH:5][CH:4]=CC=1.[NH2:7][C:8]1[CH:9]=[C:10]2[C:15](=[CH:16][CH:17]=1)[O:14][C@@H:13]([C:18]([O:20]C(C)C)=O)[CH2:12][CH2:11]2.[CH:24]1([CH2:30][CH2:31][CH2:32][N:33]2[C:37](=[O:38])[N:36]([C:39]3[CH:44]=[CH:43][C:42]([S:45](Cl)(=[O:47])=[O:46])=[CH:41][CH:40]=3)[N:35]=[N:34]2)[CH2:29][CH2:28][CH2:27][CH2:26][CH2:25]1.[OH2:49].O1CCC[CH2:51]1. The catalyst is C(OCC)(=O)C. The product is [CH2:51]([O:49][C:18]([C@H:13]1[CH2:12][CH2:11][C:10]2[C:15](=[CH:16][CH:17]=[C:8]([NH:7][S:45]([C:42]3[CH:43]=[CH:44][C:39]([N:36]4[C:37](=[O:38])[N:33]([CH2:32][CH2:31][CH2:30][CH:24]5[CH2:29][CH2:28][CH2:27][CH2:26][CH2:25]5)[N:34]=[N:35]4)=[CH:40][CH:41]=3)(=[O:47])=[O:46])[CH:9]=2)[O:14]1)=[O:20])[CH:5]([CH3:4])[CH3:6]. The yield is 0.900. (2) The reactants are [OH:1][C:2]1[C:3](=[O:29])[C:4]([C:18]2[N:22]([C:23]3[CH:28]=[CH:27][CH:26]=[CH:25][CH:24]=3)[N:21]=[CH:20][CH:19]=2)=[N:5][N:6]([C:8]2[CH:13]=[CH:12][CH:11]=[C:10]([C:14]([F:17])([F:16])[F:15])[CH:9]=2)[CH:7]=1.I[CH:31]([CH3:33])[CH3:32].C([O-])([O-])=O.[K+].[K+].O. The catalyst is CN(C=O)C. The product is [CH3:32][CH:31]([O:1][C:2]1[C:3](=[O:29])[C:4]([C:18]2[N:22]([C:23]3[CH:24]=[CH:25][CH:26]=[CH:27][CH:28]=3)[N:21]=[CH:20][CH:19]=2)=[N:5][N:6]([C:8]2[CH:13]=[CH:12][CH:11]=[C:10]([C:14]([F:16])([F:15])[F:17])[CH:9]=2)[CH:7]=1)[CH3:33]. The yield is 0.720. (3) The reactants are C1([C:4]2[C:13]3[C:8](=[CH:9][CH:10]=[CH:11][CH:12]=3)[C:7]([N:14]=[C:15]=S)=[CH:6][CH:5]=2)CC1.[C:17](=[O:20])([O-])[O-].[K+].[K+].[CH2:23](Br)[C:24]1[CH:29]=[CH:28][CH:27]=[CH:26][CH:25]=1.C(O[CH2:35][CH3:36])(=O)C. The catalyst is CC(C)=O. The product is [CH2:23]([N:14]([CH2:15][C:36]1[CH:35]=[CH:6][CH:5]=[CH:4][CH:13]=1)[C:7]1[C:8]2[C:13](=[CH:12][CH:11]=[C:10]([O:20][CH3:17])[CH:9]=2)[CH:4]=[CH:5][CH:6]=1)[C:24]1[CH:29]=[CH:28][CH:27]=[CH:26][CH:25]=1. The yield is 0.830. (4) The reactants are C([Sn](CCCC)(CCCC)[CH2:6][O:7][CH2:8][O:9][CH3:10])CCC.[Li]CCCC.[Br:24][C:25]1[CH:30]=[CH:29][C:28]([NH:31][C:32]2[C:33]([CH:43]=[O:44])=[CH:34][C:35]3[N:39]([CH3:40])[CH:38]=[N:37][C:36]=3[C:41]=2[F:42])=[C:27]([Cl:45])[CH:26]=1. The catalyst is C1COCC1. The product is [Br:24][C:25]1[CH:30]=[CH:29][C:28]([NH:31][C:32]2[C:33]([CH:43]([OH:44])[CH2:6][O:7][CH2:8][O:9][CH3:10])=[CH:34][C:35]3[N:39]([CH3:40])[CH:38]=[N:37][C:36]=3[C:41]=2[F:42])=[C:27]([Cl:45])[CH:26]=1. The yield is 0.640. (5) The reactants are [NH:1]1[C:5]2=[CH:6][N:7]=[CH:8][CH:9]=[C:4]2[CH:3]=[C:2]1[CH:10]=[O:11].[CH3:12][Mg]Cl. The catalyst is C1COCC1. The product is [NH:1]1[C:5]2=[CH:6][N:7]=[CH:8][CH:9]=[C:4]2[CH:3]=[C:2]1[CH:10]([OH:11])[CH3:12]. The yield is 0.750. (6) The reactants are [Cl:1][C:2]1[CH:3]=[CH:4][C:5]([N:8]2[CH2:13][CH2:12][N:11](C(OC(C)(C)C)=O)[CH2:10][CH2:9]2)=[N:6][CH:7]=1.FC(F)(F)C(O)=O. No catalyst specified. The product is [Cl:1][C:2]1[CH:3]=[CH:4][C:5]([N:8]2[CH2:9][CH2:10][NH:11][CH2:12][CH2:13]2)=[N:6][CH:7]=1. The yield is 0.990. (7) The reactants are [CH3:1][C:2]1([CH3:29])[O:7][CH2:6][CH:5]([CH2:8][O:9][C:10]2[C:15]([CH3:16])=[CH:14][N:13]=[C:12]([CH2:17][S:18][C:19]3[NH:23][C:22]4[CH:24]=[CH:25][CH:26]=[CH:27][C:21]=4[N:20]=3)[C:11]=2[CH3:28])[CH2:4][O:3]1.ClC1C=CC=C(C(OO)=[O:38])C=1.C(=O)([O-])O.[Na+]. The catalyst is CO.C1(C)C=CC=CC=1. The product is [CH3:1][C:2]1([CH3:29])[O:3][CH2:4][CH:5]([CH2:8][O:9][C:10]2[C:15]([CH3:16])=[CH:14][N:13]=[C:12]([CH2:17][S:18]([C:19]3[NH:20][C:21]4[CH:27]=[CH:26][CH:25]=[CH:24][C:22]=4[N:23]=3)=[O:38])[C:11]=2[CH3:28])[CH2:6][O:7]1. The yield is 0.619.